Predict the product of the given reaction. From a dataset of Forward reaction prediction with 1.9M reactions from USPTO patents (1976-2016). (1) Given the reactants [OH-].[Na+].C[O:4][C:5](=[O:23])[CH2:6][CH2:7][CH2:8][CH2:9][CH2:10][CH2:11][C:12]1[O:13][C:14]([C:17]2[CH:22]=[CH:21][CH:20]=[CH:19][CH:18]=2)=[CH:15][N:16]=1.Cl, predict the reaction product. The product is: [C:17]1([C:14]2[O:13][C:12]([CH2:11][CH2:10][CH2:9][CH2:8][CH2:7][CH2:6][C:5]([OH:23])=[O:4])=[N:16][CH:15]=2)[CH:18]=[CH:19][CH:20]=[CH:21][CH:22]=1. (2) Given the reactants [Cl:1][C:2]1[C:3]([C:9](=[N:25][O:26][CH:27]([CH3:29])[CH3:28])[C@@H:10]([NH:12][C:13](=[O:24])[C:14]2[CH:19]=[CH:18][CH:17]=[CH:16][C:15]=2[C:20]([F:23])([F:22])[F:21])[CH3:11])=[N:4][CH:5]=[C:6]([Cl:8])[CH:7]=1, predict the reaction product. The product is: [Cl:1][C:2]1[C:3](/[C:9](=[N:25]\[O:26][CH:27]([CH3:29])[CH3:28])/[C@@H:10]([NH:12][C:13](=[O:24])[C:14]2[CH:19]=[CH:18][CH:17]=[CH:16][C:15]=2[C:20]([F:22])([F:21])[F:23])[CH3:11])=[N:4][CH:5]=[C:6]([Cl:8])[CH:7]=1.